This data is from Reaction yield outcomes from USPTO patents with 853,638 reactions. The task is: Predict the reaction yield, written as a fraction of the theoretical maximum amount of product (1.0 means a 100% yield; for example, 0.34 means a 34% yield). (1) The reactants are Br[C:2]1[C:3]([O:12][CH3:13])=[CH:4][C:5]([O:10][CH3:11])=[C:6]([CH:9]=1)[CH:7]=[O:8].[CH3:14][O:15][C:16]1[N:21]=[C:20]([O:22][CH3:23])[C:19](B(O)O)=[CH:18][N:17]=1. No catalyst specified. The product is [CH3:14][O:15][C:16]1[N:21]=[C:20]([O:22][CH3:23])[C:19]([C:2]2[C:3]([O:12][CH3:13])=[CH:4][C:5]([O:10][CH3:11])=[C:6]([CH:9]=2)[CH:7]=[O:8])=[CH:18][N:17]=1. The yield is 0.750. (2) The catalyst is O1CCOCC1.CO.C1C=CC([P]([Pd]([P](C2C=CC=CC=2)(C2C=CC=CC=2)C2C=CC=CC=2)([P](C2C=CC=CC=2)(C2C=CC=CC=2)C2C=CC=CC=2)[P](C2C=CC=CC=2)(C2C=CC=CC=2)C2C=CC=CC=2)(C2C=CC=CC=2)C2C=CC=CC=2)=CC=1. The product is [OH:21][C:4]1[C:5]([C:12]([NH:14][CH2:15][C:16]([OH:18])=[O:17])=[O:13])=[C:6]2[C:11](=[C:2]([C:27]3[S:31][CH:30]=[N:29][CH:28]=3)[CH:3]=1)[N:10]=[CH:9][CH:8]=[N:7]2. The yield is 0.628. The reactants are Br[C:2]1[CH:3]=[C:4]([OH:21])[C:5]([C:12]([NH:14][CH2:15][C:16]([O:18]CC)=[O:17])=[O:13])=[C:6]2[C:11]=1[N:10]=[CH:9][CH:8]=[N:7]2.C([Sn](CCCC)(CCCC)[C:27]1[S:31][CH:30]=[N:29][CH:28]=1)CCC.[OH-].[Na+]. (3) The reactants are [CH3:1][N:2]1[CH2:7][CH2:6][O:5][CH:4]([CH2:8][OH:9])[CH2:3]1.CCN(C(C)C)C(C)C.[Cl:19][C:20](OC1C=CC([N+]([O-])=O)=CC=1)=[O:21].Cl.Cl.[Cl:34][C:35]1[CH:40]=[CH:39][C:38]([N:41]2[CH2:46][CH2:45][NH:44][CH2:43][CH2:42]2)=[CH:37][CH:36]=1.Cl.CCOCC. The catalyst is C(Cl)Cl. The product is [ClH:19].[ClH:34].[Cl:34][C:35]1[CH:36]=[CH:37][C:38]([N:41]2[CH2:46][CH2:45][N:44]([C:20]([O:9][CH2:8][CH:4]3[O:5][CH2:6][CH2:7][N:2]([CH3:1])[CH2:3]3)=[O:21])[CH2:43][CH2:42]2)=[CH:39][CH:40]=1. The yield is 0.600. (4) The reactants are [Cl:1][C:2]1[CH:3]=[C:4]([CH:6]=[C:7]([Cl:20])[C:8]=1[S:9][C:10]1[CH:15]=[CH:14][C:13]([C:16]([F:19])([F:18])[F:17])=[CH:12][CH:11]=1)[NH2:5].[C:21](N1C=CN=C1)(N1C=CN=C1)=[S:22]. The catalyst is C(Cl)Cl. The product is [Cl:20][C:7]1[CH:6]=[C:4]([N:5]=[C:21]=[S:22])[CH:3]=[C:2]([Cl:1])[C:8]=1[S:9][C:10]1[CH:15]=[CH:14][C:13]([C:16]([F:17])([F:19])[F:18])=[CH:12][CH:11]=1. The yield is 0.395. (5) The reactants are [CH:1]1([C:4]2[C:13](/[CH:14]=[CH:15]/[CH:16]=[O:17])=[C:12]([C:18]3[CH:23]=[CH:22][C:21]([F:24])=[CH:20][CH:19]=3)[C:11]3[C:6](=[CH:7][CH:8]=[CH:9][CH:10]=3)[N:5]=2)[CH2:3][CH2:2]1.N1C2C(=CC=CC=2)C=CC=1.C[C@@](O)(CC(SCCNC(CCNC([C@H](O)C(COP(OP(OC[C@H]1O[C@@H](N2C3N=CN=C(N)C=3N=C2)[C@H](O)[C@@H]1OP(O)(O)=O)(O)=O)(O)=O)(C)C)=O)=O)=O)CC(O)=O.C1C=C2C=CC(O)=C(C3C4C(=CC=CC=4)C=CC=3O)C2=CC=1.[CH2:115]([O:117][C:118]([O:127][Si](C)(C)C)=[CH:119][C:120]([O:122][Si](C)(C)C)=[CH2:121])[CH3:116].FC(F)(F)C(O)=O.O.C(=O)(O)[O-].[Na+]. The catalyst is CC(C)[O-].[Ti+4].CC(C)[O-].CC(C)[O-].CC(C)[O-].C(OCC)(=O)C.O.C(OCC)(=O)C.CCCCCC.O1CCCC1. The product is [CH2:115]([O:117][C:118](=[O:127])[CH2:119][C:120](=[O:122])[CH2:121][C@H:16]([OH:17])/[CH:15]=[CH:14]/[C:13]1[C:4]([CH:1]2[CH2:3][CH2:2]2)=[N:5][C:6]2[C:11]([C:12]=1[C:18]1[CH:19]=[CH:20][C:21]([F:24])=[CH:22][CH:23]=1)=[CH:10][CH:9]=[CH:8][CH:7]=2)[CH3:116]. The yield is 0.940. (6) The reactants are [CH3:1][N:2]1[CH:6]=[CH:5][N:4]=[C:3]1[CH2:7][O:8][C:9]1[CH:10]=[C:11]([O:21][C:22]2[CH:27]=[CH:26][C:25]([S:28]([CH3:31])(=[O:30])=[O:29])=[CH:24][CH:23]=2)[CH:12]=[C:13]2[C:17]=1[NH:16][C:15]([C:18](O)=[O:19])=[CH:14]2.Cl.C[N:34](C)CCCN=C=NCC.[NH4+].ON1C2C=CC=CC=2N=N1.CN(C)C=O. The catalyst is O. The product is [CH3:1][N:2]1[CH:6]=[CH:5][N:4]=[C:3]1[CH2:7][O:8][C:9]1[CH:10]=[C:11]([O:21][C:22]2[CH:27]=[CH:26][C:25]([S:28]([CH3:31])(=[O:29])=[O:30])=[CH:24][CH:23]=2)[CH:12]=[C:13]2[C:17]=1[NH:16][C:15]([C:18]([NH2:34])=[O:19])=[CH:14]2. The yield is 0.680.